From a dataset of Full USPTO retrosynthesis dataset with 1.9M reactions from patents (1976-2016). Predict the reactants needed to synthesize the given product. (1) Given the product [Cl:1][C:2]1[CH:3]=[C:4]([CH:7]=[C:8]([N:10]2[CH:17]([C:18]3[CH:23]=[CH:22][C:21]([Cl:24])=[CH:20][C:19]=3[CH3:25])[C:16]3[C:12](=[N:13][N:14]([C:29]4[CH:34]=[CH:33][CH:32]=[CH:31][C:30]=4[O:35][CH3:36])[C:15]=3[CH:26]([CH3:28])[CH3:27])[C:11]2=[O:37])[CH:9]=1)[C:5]([NH2:6])=[O:39], predict the reactants needed to synthesize it. The reactants are: [Cl:1][C:2]1[CH:3]=[C:4]([CH:7]=[C:8]([N:10]2[CH:17]([C:18]3[CH:23]=[CH:22][C:21]([Cl:24])=[CH:20][C:19]=3[CH3:25])[C:16]3[C:12](=[N:13][N:14]([C:29]4[CH:34]=[CH:33][CH:32]=[CH:31][C:30]=4[O:35][CH3:36])[C:15]=3[CH:26]([CH3:28])[CH3:27])[C:11]2=[O:37])[CH:9]=1)[C:5]#[N:6].Cl.[OH2:39]. (2) Given the product [ClH:30].[CH3:6][NH:7][CH2:9][C:10]1[CH:14]=[C:13]([C:15]2[CH:16]=[CH:17][CH:18]=[CH:19][CH:20]=2)[N:12]([S:21]([C:24]2[CH:29]=[CH:28][C:27]([OH:32])=[N:26][CH:25]=2)(=[O:22])=[O:23])[CH:11]=1, predict the reactants needed to synthesize it. The reactants are: C(O[C:6](=O)[N:7]([CH2:9][C:10]1[CH:14]=[C:13]([C:15]2[CH:20]=[CH:19][CH:18]=[CH:17][CH:16]=2)[N:12]([S:21]([C:24]2[CH:25]=[N:26][C:27]([Cl:30])=[CH:28][CH:29]=2)(=[O:23])=[O:22])[CH:11]=1)C)(C)(C)C.[OH-:32].[Na+].O. (3) Given the product [CH:1]1[N:5]=[CH:4][N:3]([CH2:6][C:7]([P:9]([OH:12])([OH:11])=[O:10])([P:13]([OH:15])([OH:16])=[O:14])[OH:8])[CH:2]=1.[OH2:17], predict the reactants needed to synthesize it. The reactants are: [CH:1]1[N:5]=[CH:4][N:3]([CH2:6][C:7]([P:13]([OH:16])([OH:15])=[O:14])([P:9]([OH:12])([OH:11])=[O:10])[OH:8])[CH:2]=1.[OH-:17].[Na+]. (4) Given the product [F:15][C:16]([F:24])([F:23])[CH:17]1[CH2:22][CH2:21][CH2:20][N:19]([C:2]2[CH:3]=[CH:4][C:5]3[N:12]4[CH2:13][C@H:8]([CH2:9][CH2:10][CH2:11]4)[NH:7][C:6]=3[N:14]=2)[CH2:18]1, predict the reactants needed to synthesize it. The reactants are: Cl[C:2]1[CH:3]=[CH:4][C:5]2[N:12]3[CH2:13][C@H:8]([CH2:9][CH2:10][CH2:11]3)[NH:7][C:6]=2[N:14]=1.[F:15][C:16]([F:24])([F:23])[CH:17]1[CH2:22][CH2:21][CH2:20][NH:19][CH2:18]1.CC([O-])(C)C.[K+].CCOC(C)=O.CCCCCC. (5) Given the product [CH2:1]([O:8][C:9]1[CH:14]=[CH:13][CH:12]=[CH:11][C:10]=1[C:15]1[O:16][C@@H:17]([CH3:23])[C@H:18]([C:20]([NH:26][CH2:24][CH3:25])=[O:22])[N:19]=1)[C:2]1[CH:3]=[CH:4][CH:5]=[CH:6][CH:7]=1, predict the reactants needed to synthesize it. The reactants are: [CH2:1]([O:8][C:9]1[CH:14]=[CH:13][CH:12]=[CH:11][C:10]=1[C:15]1[O:16][C@@H:17]([CH3:23])[C@H:18]([C:20]([O-:22])=O)[N:19]=1)[C:2]1[CH:7]=[CH:6][CH:5]=[CH:4][CH:3]=1.[CH2:24]([NH3+:26])[CH3:25].C1C=CC2N(O)N=NC=2C=1.C1CCC(N=C=NC2CCCCC2)CC1. (6) Given the product [Cl:1][C:2]1[CH:3]=[C:4]([C@:9]23[CH2:14][C@H:13]2[CH2:12][CH:11]([NH2:22])[CH2:10]3)[CH:5]=[CH:6][C:7]=1[Cl:8], predict the reactants needed to synthesize it. The reactants are: [Cl:1][C:2]1[CH:3]=[C:4]([C@:9]23[CH2:14][C@H:13]2[CH2:12][C:11](=O)[CH2:10]3)[CH:5]=[CH:6][C:7]=1[Cl:8].C([O-])(=O)C.[NH4+].C([BH3-])#[N:22].[Na+].C(OCC)(=O)C.CO.C(N(CC)CC)C.